From a dataset of Forward reaction prediction with 1.9M reactions from USPTO patents (1976-2016). Predict the product of the given reaction. (1) The product is: [F:1][C:2]1[CH:3]=[N:4][CH:5]=[CH:6][C:7]=1[C:8]1[CH:13]=[C:12]2[NH:14][C:22](=[S:23])[NH:15][C:11]2=[N:10][C:9]=1[C:16]1[CH:17]=[N:18][CH:19]=[CH:20][CH:21]=1. Given the reactants [F:1][C:2]1[CH:3]=[N:4][CH:5]=[CH:6][C:7]=1[C:8]1[C:9]([C:16]2[CH:17]=[N:18][CH:19]=[CH:20][CH:21]=2)=[N:10][C:11]([NH2:15])=[C:12]([NH2:14])[CH:13]=1.[C:22](N1C=CN=C1)(N1C=CN=C1)=[S:23].C(N(CC)CC)C, predict the reaction product. (2) Given the reactants CCl.C[O:4][C:5](=[O:17])[C:6]([C:10]1[CH:15]=[CH:14][C:13]([F:16])=[CH:12][CH:11]=1)([CH3:9])[CH2:7][OH:8].C(N(C(C)C)CC)(C)C.[CH3:27][O:28][CH2:29]Cl.Cl, predict the reaction product. The product is: [F:16][C:13]1[CH:14]=[CH:15][C:10]([C:6]([CH3:9])([CH2:7][O:8][CH2:27][O:28][CH3:29])[C:5]([OH:4])=[O:17])=[CH:11][CH:12]=1.